From a dataset of Full USPTO retrosynthesis dataset with 1.9M reactions from patents (1976-2016). Predict the reactants needed to synthesize the given product. (1) Given the product [C:1]([O:4][C:5]1[C:10]([C:11]([CH3:13])([CH3:12])[CH3:14])=[CH:9][C:8]([OH:15])=[CH:7][C:6]=1[C:19]([CH3:22])([CH3:21])[CH3:20])(=[O:3])[CH3:2], predict the reactants needed to synthesize it. The reactants are: [C:1]([O:4][C:5]1[C:10]([C:11]([CH3:14])([CH3:13])[CH3:12])=[CH:9][C:8]([O:15]C(=O)C)=[CH:7][C:6]=1[C:19]([CH3:22])([CH3:21])[CH3:20])(=[O:3])[CH3:2].[OH-].[K+].O.Cl. (2) Given the product [O:1]1[C:5]2[CH:6]=[CH:7][CH:8]=[CH:9][C:4]=2[N:3]=[C:2]1[C:10]1[CH:11]=[CH:12][C:13]2[N:17]([CH:18]3[CH2:23][CH2:22][O:21][CH2:20][CH2:19]3)[C:24]([C:25]3[CH:30]=[CH:29][C:28]([O:31][CH3:32])=[CH:27][CH:26]=3)=[N:15][C:14]=2[CH:16]=1, predict the reactants needed to synthesize it. The reactants are: [O:1]1[C:5]2[CH:6]=[CH:7][CH:8]=[CH:9][C:4]=2[N:3]=[C:2]1[C:10]1[CH:11]=[CH:12][C:13]([NH:17][CH:18]2[CH2:23][CH2:22][O:21][CH2:20][CH2:19]2)=[C:14]([CH:16]=1)[NH2:15].[CH:24](=O)[C:25]1[CH:30]=[CH:29][C:28]([O:31][CH3:32])=[CH:27][CH:26]=1.OOS([O-])=O.[K+].C(=O)([O-])[O-].[K+].[K+]. (3) Given the product [C:14]12([CH:12]3[C:6]4[C:5](=[CH:4][C:3]([O:2][CH3:1])=[CH:8][CH:7]=4)[CH2:9][CH2:10][N:11]3[C:24]3[CH:25]=[CH:26][CH:27]=[CH:28][CH:29]=3)[CH2:15][CH:16]3[CH2:17][CH:18]([CH2:19][CH:20]([CH2:22]3)[CH2:21]1)[CH2:23]2, predict the reactants needed to synthesize it. The reactants are: [CH3:1][O:2][C:3]1[CH:4]=[C:5]([CH2:9][CH2:10][N:11]([C:24]2[CH:29]=[CH:28][CH:27]=[CH:26][CH:25]=2)[C:12]([C:14]23[CH2:23][CH:18]4[CH2:19][CH:20]([CH2:22][CH:16]([CH2:17]4)[CH2:15]2)[CH2:21]3)=O)[CH:6]=[CH:7][CH:8]=1. (4) Given the product [NH2:20][C:4]1[C:3]([NH:23][C@@H:24]2[CH2:29][C@@H:28]3[CH2:30][C@@H:26]([C:27]3([CH3:31])[CH3:32])[C@H:25]2[CH3:33])=[CH:2][C:7](=[O:8])[N:6]([CH2:9][C:10]([NH:12][CH2:13][C:14]2[CH:15]=[CH:16][N:17]=[CH:18][CH:19]=2)=[O:11])[N:5]=1, predict the reactants needed to synthesize it. The reactants are: Br[C:2]1[C:7](=[O:8])[N:6]([CH2:9][C:10]([NH:12][CH2:13][C:14]2[CH:19]=[CH:18][N:17]=[CH:16][CH:15]=2)=[O:11])[N:5]=[C:4]([N+:20]([O-])=O)[C:3]=1[NH:23][C@@H:24]1[CH2:29][C@@H:28]2[CH2:30][C@@H:26]([C:27]2([CH3:32])[CH3:31])[C@H:25]1[CH3:33].[H][H]. (5) The reactants are: [N:1]1([C:7]2[N:8]=[N:9][CH:10]=[CH:11][C:12]=2[NH2:13])[CH2:6][CH2:5][CH2:4][CH2:3][CH2:2]1.C([C:16]1[N:17]=[C:18]([C:29]([OH:31])=O)[N:19]([CH2:21][O:22][CH2:23][CH2:24][Si:25]([CH3:28])([CH3:27])[CH3:26])[CH:20]=1)#N.[K+].[C:33](C1N=C(C([O-])=O)N(COCC[Si](C)(C)C)C=1)#[N:34]. Given the product [N:1]1([C:7]2[N:8]=[N:9][CH:10]=[CH:11][C:12]=2[NH:13][C:29]([C:18]2[N:19]([CH2:21][O:22][CH2:23][CH2:24][Si:25]([CH3:26])([CH3:27])[CH3:28])[C:20]([C:33]#[N:34])=[CH:16][N:17]=2)=[O:31])[CH2:6][CH2:5][CH2:4][CH2:3][CH2:2]1, predict the reactants needed to synthesize it. (6) Given the product [F:1][C:2]1[CH:3]=[C:4]([CH:5]=[C:6]([F:9])[C:7]=1[F:8])[O:30][C:27]1[CH:26]=[CH:25][C:24]([C@H:23]2[C:16]3=[N:15][S:14](=[O:31])(=[O:13])[CH2:19][CH2:18][N:17]3[CH2:20][CH2:21][CH2:22]2)=[CH:29][CH:28]=1, predict the reactants needed to synthesize it. The reactants are: [F:1][C:2]1[CH:3]=[C:4](B(O)O)[CH:5]=[C:6]([F:9])[C:7]=1[F:8].[O:13]=[S:14]1(=[O:31])[CH2:19][CH2:18][N:17]2[CH2:20][CH2:21][CH2:22][C@@H:23]([C:24]3[CH:29]=[CH:28][C:27]([OH:30])=[CH:26][CH:25]=3)[C:16]2=[N:15]1.N1C=CC=CC=1.C(=O)([O-])[O-].[Cs+].[Cs+]. (7) Given the product [F:15][C:11]1[CH:12]=[CH:13][C:14]2[N:9]([C:8]([S:16][C:17]3[CH:22]=[CH:21][C:20]([S:23]([N:26]4[CH2:31][CH2:30][O:29][CH2:28][CH2:27]4)(=[O:25])=[O:24])=[CH:19][C:18]=3[F:32])=[C:7]([CH3:33])[C:6]=2[CH2:5][C:4]([OH:34])=[O:3])[CH:10]=1, predict the reactants needed to synthesize it. The reactants are: C([O:3][C:4](=[O:34])[CH2:5][C:6]1[C:7]([CH3:33])=[C:8]([S:16][C:17]2[CH:22]=[CH:21][C:20]([S:23]([N:26]3[CH2:31][CH2:30][O:29][CH2:28][CH2:27]3)(=[O:25])=[O:24])=[CH:19][C:18]=2[F:32])[N:9]2[C:14]=1[CH:13]=[CH:12][C:11]([F:15])=[CH:10]2)C.[OH-].[Na+]. (8) Given the product [Br:24][CH2:17][C:14]([C:9]1[C:10]([CH3:13])=[N:11][O:12][C:8]=1[C:5]1[CH:6]=[CH:7][C:2]([Br:1])=[CH:3][CH:4]=1)=[O:15], predict the reactants needed to synthesize it. The reactants are: [Br:1][C:2]1[CH:7]=[CH:6][C:5]([C:8]2[O:12][N:11]=[C:10]([CH3:13])[C:9]=2[C:14](Cl)=[O:15])=[CH:4][CH:3]=1.[CH3:17][Si](C=[N+]=[N-])(C)C.[BrH:24].